This data is from Forward reaction prediction with 1.9M reactions from USPTO patents (1976-2016). The task is: Predict the product of the given reaction. (1) Given the reactants Cl[C:2]1[CH:7]=[CH:6][N+:5]([O-:8])=[CH:4][C:3]=1[CH3:9].[OH-].[Na+].[CH2:12]([SH:15])[CH2:13][CH3:14], predict the reaction product. The product is: [CH2:12]([S:15][C:2]1[CH:7]=[CH:6][N+:5]([O-:8])=[CH:4][C:3]=1[CH3:9])[CH2:13][CH3:14]. (2) Given the reactants C[I:2].[CH3:3][N:4]([CH2:6][C:7]1[N:8]([CH3:12])[CH:9]=[CH:10][CH:11]=1)[CH3:5].[C:13](OCC)(=O)C, predict the reaction product. The product is: [I-:2].[CH3:12][N:8]1[CH:9]=[CH:10][CH:11]=[C:7]1[CH2:6][N+:4]([CH3:13])([CH3:5])[CH3:3]. (3) Given the reactants [CH:1]1([CH2:7][CH2:8][C:9]2[CH:14]=[CH:13][CH:12]=[C:11]([CH:15]=[CH2:16])[CH:10]=2)[CH2:6][CH2:5][CH2:4][CH2:3][CH2:2]1.Br[C:18]1[CH:25]=[CH:24][CH:23]=[CH:22][C:19]=1[C:20]#[N:21], predict the reaction product. The product is: [CH:1]1([CH2:7][CH2:8][C:9]2[CH:10]=[C:11]([CH:12]=[CH:13][CH:14]=2)[CH2:15][CH2:16][C:25]2[CH:18]=[C:19]([CH:22]=[CH:23][CH:24]=2)[C:20]#[N:21])[CH2:6][CH2:5][CH2:4][CH2:3][CH2:2]1. (4) Given the reactants [C:1]([O:5][C:6]([N:8]1[CH2:13][C@@H:12]2[CH2:14][C@H:9]1[CH2:10][NH:11]2)=[O:7])([CH3:4])([CH3:3])[CH3:2].[Br:15][C:16]1[N:17]=[N:18][C:19](Br)=[CH:20][CH:21]=1, predict the reaction product. The product is: [NH3:8].[Br:15][C:16]1[N:17]=[N:18][C:19]([N:11]2[CH2:10][C@@H:9]3[CH2:14][C@H:12]2[CH2:13][N:8]3[C:6]([O:5][C:1]([CH3:4])([CH3:2])[CH3:3])=[O:7])=[CH:20][CH:21]=1. (5) The product is: [CH:36]1([C:6]([N:8]2[CH2:13][CH:12]=[C:11]([C:14]3[CH:15]=[CH:16][C:17]([CH:20]([OH:22])[CH3:21])=[CH:18][CH:19]=3)[CH2:10][CH2:9]2)=[O:7])[CH2:38][CH2:37]1. Given the reactants C(O[C:6]([N:8]1[CH2:13][CH:12]=[C:11]([C:14]2[CH:19]=[CH:18][C:17]([C:20](=[O:22])[CH3:21])=[CH:16][CH:15]=2)[CH2:10][CH2:9]1)=[O:7])(C)(C)C.C(O)(C(F)(F)F)=O.CCN([CH:36]([CH3:38])[CH3:37])C(C)C.C1(C(Cl)=O)CC1, predict the reaction product. (6) The product is: [F:15][C:12]1[CH:13]=[CH:14][C:9]2[N:8]=[N:7][N:6]([CH2:5][CH2:4][CH2:3][CH2:2][N:27]3[CH2:26][CH2:25][N:24]([C:20]4[CH:21]=[CH:22][CH:23]=[C:18]([C:17]([F:30])([F:31])[F:16])[CH:19]=4)[CH2:29][CH2:28]3)[C:10]=2[CH:11]=1. Given the reactants Cl[CH2:2][CH2:3][CH2:4][CH2:5][N:6]1[C:10]2[CH:11]=[C:12]([F:15])[CH:13]=[CH:14][C:9]=2[N:8]=[N:7]1.[F:16][C:17]([F:31])([F:30])[C:18]1[CH:19]=[C:20]([N:24]2[CH2:29][CH2:28][NH:27][CH2:26][CH2:25]2)[CH:21]=[CH:22][CH:23]=1.C(N(C(C)C)CC)(C)C.[I-].[K+], predict the reaction product. (7) Given the reactants [NH2:1][C:2]1[CH:7]=[C:6]([Cl:8])[CH:5]=[CH:4][N:3]=1.[Br:9][CH2:10][C:11]([C:13]1[CH:18]=[CH:17][C:16]([Br:19])=[CH:15][CH:14]=1)=O, predict the reaction product. The product is: [BrH:9].[Br:19][C:16]1[CH:17]=[CH:18][C:13]([C:11]2[N:1]=[C:2]3[CH:7]=[C:6]([Cl:8])[CH:5]=[CH:4][N:3]3[CH:10]=2)=[CH:14][CH:15]=1.